From a dataset of Forward reaction prediction with 1.9M reactions from USPTO patents (1976-2016). Predict the product of the given reaction. (1) The product is: [CH3:24][C:25]1[N:26]=[C:27]([N:35]2[CH2:39][CH2:38][N:37]([CH2:40][C:41]3[CH:46]=[CH:45][C:44]([C:47]([F:50])([F:49])[F:48])=[CH:43][CH:42]=3)[C:36]2=[O:51])[S:28][C:29]=1[C:30]([OH:32])=[O:31]. Given the reactants CC1N=C(N2CCN(C3C=CC=CC=3)C2=O)SC=1C(OCC)=O.[CH3:24][C:25]1[N:26]=[C:27]([N:35]2[CH2:39][CH2:38][N:37]([CH2:40][C:41]3[CH:46]=[CH:45][C:44]([C:47]([F:50])([F:49])[F:48])=[CH:43][CH:42]=3)[C:36]2=[O:51])[S:28][C:29]=1[C:30]([O:32]CC)=[O:31], predict the reaction product. (2) The product is: [C:1]([O:5][C:6]([N:8]1[CH2:13][CH2:12][N:11]([C:14]2[CH:19]=[C:18]([CH3:20])[C:17]([NH2:21])=[C:16]([NH2:24])[CH:15]=2)[CH2:10][CH2:9]1)=[O:7])([CH3:4])([CH3:2])[CH3:3]. Given the reactants [C:1]([O:5][C:6]([N:8]1[CH2:13][CH2:12][N:11]([C:14]2[CH:19]=[C:18]([CH3:20])[C:17]([N+:21]([O-])=O)=[C:16]([NH2:24])[CH:15]=2)[CH2:10][CH2:9]1)=[O:7])([CH3:4])([CH3:3])[CH3:2], predict the reaction product. (3) Given the reactants CCN=C=NCCCN(C)C.C1C=CC2N(O)N=NC=2C=1.[Br:22][C:23]1[CH:28]=[CH:27][C:26]([NH:29][C:30]2[C:38]([C:39](O)=[O:40])=[C:37]3[N:33]([CH2:34][CH2:35][CH2:36]3)[C:32](=[O:42])[C:31]=2[Cl:43])=[C:25]([F:44])[CH:24]=1.[CH3:45][C:46]1([CH3:54])[O:50][CH:49]([CH2:51][O:52][NH2:53])[CH2:48][O:47]1, predict the reaction product. The product is: [CH3:45][C:46]1([CH3:54])[O:50][CH:49]([CH2:51][O:52][NH:53][C:39]([C:38]2[C:30]([NH:29][C:26]3[CH:27]=[CH:28][C:23]([Br:22])=[CH:24][C:25]=3[F:44])=[C:31]([Cl:43])[C:32](=[O:42])[N:33]3[C:37]=2[CH2:36][CH2:35][CH2:34]3)=[O:40])[CH2:48][O:47]1. (4) The product is: [C:50]([O:49][C:47]([N:39]([C:40]([O:42][C:43]([CH3:44])([CH3:45])[CH3:46])=[O:41])[C:35]1[C:36]2[C:31](=[CH:30][C:29]([NH:28][CH:56]([C:18]3[CH:19]=[C:20]([CH2:21][CH3:22])[C:15]([CH2:14][CH2:13][O:12][C:10](=[O:11])[NH:9][C:5]4[CH:6]=[CH:7][CH:8]=[C:3]([C:1]#[N:2])[CH:4]=4)=[C:16]([CH2:26][CH3:27])[CH:17]=3)[C:55]([OH:59])=[O:58])=[CH:38][CH:37]=2)[CH:32]=[CH:33][N:34]=1)=[O:48])([CH3:53])([CH3:52])[CH3:51]. Given the reactants [C:1]([C:3]1[CH:4]=[C:5]([NH:9][C:10]([O:12][CH2:13][CH2:14][C:15]2[C:20]([CH2:21][CH3:22])=[CH:19][C:18](B(O)O)=[CH:17][C:16]=2[CH2:26][CH3:27])=[O:11])[CH:6]=[CH:7][CH:8]=1)#[N:2].[NH2:28][C:29]1[CH:30]=[C:31]2[C:36](=[CH:37][CH:38]=1)[C:35]([N:39]([C:47]([O:49][C:50]([CH3:53])([CH3:52])[CH3:51])=[O:48])[C:40]([O:42][C:43]([CH3:46])([CH3:45])[CH3:44])=[O:41])=[N:34][CH:33]=[CH:32]2.O.[C:55]([OH:59])(=[O:58])[CH:56]=O, predict the reaction product. (5) Given the reactants [Si]([O:18][CH:19]1[CH2:22][N:21]([C:23]2[S:24][CH:25]=[C:26]([C:28](=[O:51])[N:29]([CH2:31][CH2:32][O:33][Si](C(C)(C)C)(C3C=CC=CC=3)C3C=CC=CC=3)[CH3:30])[N:27]=2)[CH2:20]1)(C(C)(C)C)(C1C=CC=CC=1)C1C=CC=CC=1.[F-].C([N+](CCCC)(CCCC)CCCC)CCC, predict the reaction product. The product is: [OH:18][CH:19]1[CH2:22][N:21]([C:23]2[S:24][CH:25]=[C:26]([C:28](=[O:51])[N:29]([CH2:31][CH2:32][OH:33])[CH3:30])[N:27]=2)[CH2:20]1.